Dataset: Full USPTO retrosynthesis dataset with 1.9M reactions from patents (1976-2016). Task: Predict the reactants needed to synthesize the given product. (1) Given the product [CH3:27][C:2]1([CH3:1])[CH2:3][CH2:4][CH2:5][CH:6]1[C:7]1[CH:12]=[C:11]([C:13]([O:15][CH3:16])=[O:14])[CH:10]=[CH:9][C:8]=1[C:17]1[CH:22]=[C:21]([O:23][CH2:24][CH3:25])[CH:20]=[CH:19][C:18]=1[F:26], predict the reactants needed to synthesize it. The reactants are: [CH3:1][C:2]1([CH3:27])[C:6]([C:7]2[CH:12]=[C:11]([C:13]([O:15][CH3:16])=[O:14])[CH:10]=[CH:9][C:8]=2[C:17]2[CH:22]=[C:21]([O:23][CH2:24][CH3:25])[CH:20]=[CH:19][C:18]=2[F:26])=[CH:5][CH2:4][CH2:3]1.CO. (2) Given the product [CH2:76]([NH:84][C:2]1[N:7]=[C:6]([N:8]2[C:12]3=[CH:13][C:14]([C:18]4[CH:23]=[CH:22][CH:21]=[CH:20][CH:19]=4)=[CH:15][C:16](=[O:17])[N:11]3[CH2:10][CH2:9]2)[CH:5]=[N:4][CH:3]=1)[CH2:77][C:78]1[CH:83]=[CH:82][CH:81]=[CH:80][CH:79]=1, predict the reactants needed to synthesize it. The reactants are: Cl[C:2]1[N:7]=[C:6]([N:8]2[C:12]3=[CH:13][C:14]([C:18]4[CH:23]=[CH:22][CH:21]=[CH:20][CH:19]=4)=[CH:15][C:16](=[O:17])[N:11]3[CH2:10][CH2:9]2)[CH:5]=[N:4][CH:3]=1.CC(C)([O-])C.[Na+].C1C=CC(P(C2C(C3C(P(C4C=CC=CC=4)C4C=CC=CC=4)=CC=C4C=3C=CC=C4)=C3C(C=CC=C3)=CC=2)C2C=CC=CC=2)=CC=1.[CH2:76]([NH2:84])[CH2:77][C:78]1[CH:83]=[CH:82][CH:81]=[CH:80][CH:79]=1.